This data is from Full USPTO retrosynthesis dataset with 1.9M reactions from patents (1976-2016). The task is: Predict the reactants needed to synthesize the given product. Given the product [CH3:9][C:10]1[N:11]([C:31]([C:30]2[CH:29]=[CH:28][C:27]([CH2:26][N:23]3[CH2:24][CH2:25][N:21]([C:18]4[S:19][CH:20]=[C:16]([CH3:15])[N:17]=4)[C:22]3=[O:36])=[CH:35][CH:34]=2)=[O:32])[N:12]=[CH:13][CH:14]=1, predict the reactants needed to synthesize it. The reactants are: C(N)C1C=CC=CC=1.[CH3:9][C:10]1[CH:14]=[CH:13][NH:12][N:11]=1.[CH3:15][C:16]1[N:17]=[C:18]([N:21]2[CH2:25][CH2:24][N:23]([CH2:26][C:27]3[CH:35]=[CH:34][C:30]([C:31](O)=[O:32])=[CH:29][CH:28]=3)[C:22]2=[O:36])[S:19][CH:20]=1.